From a dataset of Full USPTO retrosynthesis dataset with 1.9M reactions from patents (1976-2016). Predict the reactants needed to synthesize the given product. (1) Given the product [CH:1]1[C:13]2[C:12]3[CH2:11][CH2:10][N:9]([C:14]([NH:16][C:17]4[CH:18]=[C:19]([CH:25]=[CH:26][CH:27]=4)[C:20]([OH:22])=[O:21])=[O:15])[CH2:8][C:7]=3[CH:6]=[N:5][C:4]=2[NH:3][N:2]=1.[CH:1]1[C:13]2[C:12]3[CH2:11][CH2:10][N:9]([C:14]([NH:16][C:17]4[CH:18]=[C:19]([CH:25]=[CH:26][CH:27]=4)[C:20]([O:22][CH2:23][CH3:24])=[O:21])=[O:15])[CH2:8][C:7]=3[CH:6]=[N:5][C:4]=2[NH:3][N:2]=1, predict the reactants needed to synthesize it. The reactants are: [CH:1]1[C:13]2[C:12]3[CH2:11][CH2:10][N:9]([C:14]([NH:16][C:17]4[CH:18]=[C:19]([CH:25]=[CH:26][CH:27]=4)[C:20]([O:22][CH2:23][CH3:24])=[O:21])=[O:15])[CH2:8][C:7]=3[CH:6]=[N:5][C:4]=2[NH:3][N:2]=1.COC1C=CC(CN2C3N=CC4CNCCC=4C=3C=N2)=CC=1. (2) Given the product [Cl:1][C:2]1[CH:3]=[C:4]([C:19]2[N:23]=[C:22]([C:24]([NH:26][CH2:27][C:28]3[CH:29]=[CH:30][C:31]([O:34][C:39]4[CH:40]=[CH:41][C:36]([F:35])=[C:37]([C:45]([F:48])([F:47])[F:46])[CH:38]=4)=[CH:32][CH:33]=3)=[O:25])[O:21][N:20]=2)[CH:5]=[C:6]([Cl:18])[C:7]=1[OH:8], predict the reactants needed to synthesize it. The reactants are: [Cl:1][C:2]1[CH:3]=[C:4]([C:19]2[N:23]=[C:22]([C:24]([NH:26][CH2:27][C:28]3[CH:33]=[CH:32][C:31]([OH:34])=[CH:30][CH:29]=3)=[O:25])[O:21][N:20]=2)[CH:5]=[C:6]([Cl:18])[C:7]=1[O:8]CC1C=CC(OC)=CC=1.[F:35][C:36]1[CH:41]=[CH:40][C:39](B(O)O)=[CH:38][C:37]=1[C:45]([F:48])([F:47])[F:46].N1C=CC=CC=1. (3) Given the product [F:1][C:2]1[C:7]([C:8]2[N:12]([S:13]([C:16]3[CH:17]=[N:18][C:19]([CH3:22])=[CH:20][CH:21]=3)(=[O:14])=[O:15])[CH:11]=[C:10]([CH2:23][NH:24][CH3:25])[CH:9]=2)=[CH:6][CH:5]=[CH:4][N:3]=1, predict the reactants needed to synthesize it. The reactants are: [F:1][C:2]1[C:7]([C:8]2[N:12]([S:13]([C:16]3[CH:17]=[N:18][C:19]([CH3:22])=[CH:20][CH:21]=3)(=[O:15])=[O:14])[CH:11]=[C:10]([CH2:23][N:24](C)[C:25](=O)OC(C)(C)C)[CH:9]=2)=[CH:6][CH:5]=[CH:4][N:3]=1.C(OCC)(=O)C.Cl.